This data is from Peptide-MHC class I binding affinity with 185,985 pairs from IEDB/IMGT. The task is: Regression. Given a peptide amino acid sequence and an MHC pseudo amino acid sequence, predict their binding affinity value. This is MHC class I binding data. The peptide sequence is KMNPPKFSKV. The MHC is HLA-A02:03 with pseudo-sequence HLA-A02:03. The binding affinity (normalized) is 0.638.